Dataset: Catalyst prediction with 721,799 reactions and 888 catalyst types from USPTO. Task: Predict which catalyst facilitates the given reaction. (1) Reactant: [CH3:1][C:2]([CH3:8])([CH2:5][CH:6]=[CH2:7])[CH2:3][OH:4].[C:9]([Si:13]([CH3:16])([CH3:15])Cl)([CH3:12])([CH3:11])[CH3:10].N1C=CN=C1. Product: [CH3:1][C:2]([CH3:8])([CH2:5][CH:6]=[CH2:7])[CH2:3][O:4][Si:13]([CH3:16])([CH3:15])[C:9]([CH3:12])([CH3:11])[CH3:10]. The catalyst class is: 4. (2) Reactant: [CH:1]([C:3]1[CH:10]=[CH:9][C:6]([C:7]#[N:8])=[CH:5][C:4]=1[O:11][CH2:12][C:13]([F:16])([F:15])[F:14])=O.Cl.[NH2:18][OH:19].C([O-])(=O)C.[Na+]. Product: [OH:19][N:18]=[CH:1][C:3]1[CH:10]=[CH:9][C:6]([C:7]#[N:8])=[CH:5][C:4]=1[O:11][CH2:12][C:13]([F:16])([F:15])[F:14]. The catalyst class is: 8. (3) Product: [ClH:1].[ClH:1].[CH3:50][C:47]1[CH:48]=[CH:49][C:43]2[O:42][C:41]([C:38]3[CH:37]=[CH:36][C:35]([CH2:34][O:33][C:28]4[CH:29]=[CH:30][CH:31]=[CH:32][C:27]=4[CH2:26][CH2:25][NH:9][CH:10]4[CH2:19][CH2:18][CH2:17][C:16]5[N:15]=[C:14]([C:20]([O:22][CH2:23][CH3:24])=[O:21])[CH:13]=[CH:12][C:11]4=5)=[CH:40][CH:39]=3)=[N:45][C:44]=2[CH:46]=1. The catalyst class is: 12. Reactant: [ClH:1].C(OC([N:9]([CH2:25][CH2:26][C:27]1[CH:32]=[CH:31][CH:30]=[CH:29][C:28]=1[O:33][CH2:34][C:35]1[CH:40]=[CH:39][C:38]([C:41]2[O:42][C:43]3[CH:49]=[CH:48][C:47]([CH3:50])=[CH:46][C:44]=3[N:45]=2)=[CH:37][CH:36]=1)[CH:10]1[CH2:19][CH2:18][CH2:17][C:16]2[N:15]=[C:14]([C:20]([O:22][CH2:23][CH3:24])=[O:21])[CH:13]=[CH:12][C:11]1=2)=O)(C)(C)C. (4) Reactant: Cl.Cl.[NH2:3][C@@H:4]([C:8]1[CH:13]=[CH:12][C:11]([O:14][CH2:15][C:16]([F:19])([F:18])[F:17])=[CH:10][N:9]=1)[CH2:5][CH2:6][OH:7].[CH:20]1([C:23]2[CH:28]=[CH:27][C:26]([CH2:29][C:30](O)=[O:31])=[CH:25][CH:24]=2)[CH2:22][CH2:21]1.C(Cl)CCl.ON1C2N=CC=CC=2N=N1.C(N(C(C)C)CC)(C)C. Product: [CH:20]1([C:23]2[CH:24]=[CH:25][C:26]([CH2:29][C:30]([NH:3][C@@H:4]([C:8]3[CH:13]=[CH:12][C:11]([O:14][CH2:15][C:16]([F:19])([F:17])[F:18])=[CH:10][N:9]=3)[CH2:5][CH2:6][OH:7])=[O:31])=[CH:27][CH:28]=2)[CH2:22][CH2:21]1. The catalyst class is: 2. (5) Reactant: [O:1]=[O+][O-].[CH2:4]([C:7]1[CH:16]=[C:15]2[C:10]([C:11]([C:19]3[CH:24]=[CH:23][CH:22]=[CH:21][CH:20]=3)=[CH:12][C:13]([C:17]#[N:18])=[N:14]2)=[CH:9][CH:8]=1)[CH:5]=C.CSC. Product: [O:1]=[CH:5][CH2:4][C:7]1[CH:16]=[C:15]2[C:10]([C:11]([C:19]3[CH:24]=[CH:23][CH:22]=[CH:21][CH:20]=3)=[CH:12][C:13]([C:17]#[N:18])=[N:14]2)=[CH:9][CH:8]=1. The catalyst class is: 13. (6) Reactant: Br[CH:2]([CH2:7][C:8](Cl)=[O:9])[C:3]([O:5][CH3:6])=[O:4].[Cl:11][C:12]1[C:13](=[N:18][NH2:19])[NH:14][CH:15]=[CH:16][CH:17]=1.C(=O)(O)[O-].[Na+]. Product: [Cl:11][C:12]1[C:13]([N:18]2[CH:2]([C:3]([O:5][CH3:6])=[O:4])[CH2:7][C:8](=[O:9])[NH:19]2)=[N:14][CH:15]=[CH:16][CH:17]=1. The catalyst class is: 10. (7) The catalyst class is: 4. Product: [C:39]([OH:41])(=[O:40])/[CH:38]=[CH:24]/[C:21]([OH:20])=[O:35].[CH3:27][CH:26]([CH3:28])[CH2:25][N:11]([CH2:10][C:6]1[C:5]2[S:1][CH:2]=[CH:3][C:4]=2[CH:9]=[CH:8][CH:7]=1)[CH:12]1[CH2:17][CH2:16][NH:15][CH2:14][CH2:13]1. Reactant: [S:1]1[C:5]2[C:6]([CH2:10][N:11]([CH2:25][CH:26]([CH3:28])[CH3:27])[CH:12]3[CH2:17][CH2:16][N:15](C([O:20][C:21]([CH3:24])(C)C)=O)[CH2:14][CH2:13]3)=[CH:7][CH:8]=[CH:9][C:4]=2[CH:3]=[CH:2]1.C1([O:35]C)C=CC=CC=1.F[C:38](F)(F)[C:39]([OH:41])=[O:40].